Dataset: Forward reaction prediction with 1.9M reactions from USPTO patents (1976-2016). Task: Predict the product of the given reaction. (1) Given the reactants [F:1][C:2]1[CH:10]=[C:9](B2OC(C)(C)C(C)(C)O2)[C:8]2[N:7]3[CH2:20][CH2:21][NH:22][C:23](=[O:24])[C:6]3=[C:5]([CH3:25])[C:4]=2[CH:3]=1.Br[C:27]1[S:31][C:30]([C:32]#[N:33])=[CH:29][CH:28]=1, predict the reaction product. The product is: [F:1][C:2]1[CH:10]=[C:9]([C:27]2[S:31][C:30]([C:32]#[N:33])=[CH:29][CH:28]=2)[C:8]2[N:7]3[CH2:20][CH2:21][NH:22][C:23](=[O:24])[C:6]3=[C:5]([CH3:25])[C:4]=2[CH:3]=1. (2) Given the reactants [OH:1][C:2]1[C:10]2[O:9][CH:8]=[C:7]([CH2:11][C:12]([O:14][CH3:15])=[O:13])[C:6]=2[CH:5]=[CH:4][CH:3]=1.[P:16](Cl)(Cl)(Cl)=[O:17].Cl.[CH:22]([O:25][C:26](=[O:30])[C@H:27]([CH3:29])[NH2:28])([CH3:24])[CH3:23].FC1C(O)=C(F)C(F)=C(F)C=1F.[F:43][C@:44]1([CH3:60])[C@H:48]([OH:49])[C@@H:47]([CH2:50][OH:51])[O:46][C@H:45]1[N:52]1[CH:59]=[CH:58][C:56](=[O:57])[NH:55][C:53]1=[O:54], predict the reaction product. The product is: [CH:22]([O:25][C:26](=[O:30])[C@@H:27]([NH:28][P:16]([O:1][C:2]1[C:10]2[O:9][CH:8]=[C:7]([CH2:11][C:12]([O:14][CH3:15])=[O:13])[C:6]=2[CH:5]=[CH:4][CH:3]=1)([O:51][CH2:50][C@@H:47]1[C@@H:48]([OH:49])[C@:44]([F:43])([CH3:60])[C@H:45]([N:52]2[CH:59]=[CH:58][C:56](=[O:57])[NH:55][C:53]2=[O:54])[O:46]1)=[O:17])[CH3:29])([CH3:24])[CH3:23]. (3) Given the reactants [Cl:1][C:2]1[CH:7]=[CH:6][CH:5]=[C:4]([Cl:8])[C:3]=1[CH2:9][CH2:10][NH2:11].[I:12][C:13]1[CH:14]=[C:15]([CH:18]=[CH:19][CH:20]=1)[CH:16]=O.C(O[BH-](OC(=O)C)OC(=O)C)(=O)C.[Na+].[OH-].[Na+], predict the reaction product. The product is: [Cl:1][C:2]1[CH:7]=[CH:6][CH:5]=[C:4]([Cl:8])[C:3]=1[CH2:9][CH2:10][NH:11][CH2:16][C:15]1[CH:18]=[CH:19][CH:20]=[C:13]([I:12])[CH:14]=1.